From a dataset of Full USPTO retrosynthesis dataset with 1.9M reactions from patents (1976-2016). Predict the reactants needed to synthesize the given product. Given the product [C:1]([C:4]1[CH:11]=[CH:10][C:7]([C:8]2[NH:18][C:13]3[CH:14]=[CH:15][CH:16]=[CH:17][C:12]=3[N:19]=2)=[CH:6][CH:5]=1)([OH:3])=[O:2], predict the reactants needed to synthesize it. The reactants are: [C:1]([C:4]1[CH:11]=[CH:10][C:7]([CH:8]=O)=[CH:6][CH:5]=1)([OH:3])=[O:2].[C:12]1([NH2:19])[CH:17]=[CH:16][CH:15]=[CH:14][C:13]=1[NH2:18].C(C(C#N)=C(C#N)C#N)#N.